From a dataset of M1 muscarinic receptor antagonist screen with 61,756 compounds. Binary Classification. Given a drug SMILES string, predict its activity (active/inactive) in a high-throughput screening assay against a specified biological target. (1) The drug is O=C(N1CCN(CC1)C(OCC)=O)CCCn1c(=O)c2c([nH]c1=O)cccc2. The result is 0 (inactive). (2) The molecule is O=[n+]1c2CCCCCc2n([O-])c(c1CC)C. The result is 0 (inactive). (3) The drug is s1c2n(cc(n2)c2ccc(NC(=O)c3c(OCC)nccc3)cc2)cc1. The result is 0 (inactive). (4) The compound is Fc1ccc(N2CCN(C(c3n(nnn3)C3CCCC3)c3c(OC)ccc(OC)c3)CC2)cc1. The result is 0 (inactive). (5) The molecule is Fc1ccc(Cn2c(=O)c3n4c(N(C5CCCCC5)CCC4)nc3n(c2=O)C)cc1. The result is 0 (inactive). (6) The drug is O1C23C(C(C1C=C3)C(=O)NC1CCCCCC1)C(=O)N(C2)Cc1cccnc1. The result is 0 (inactive).